From a dataset of Full USPTO retrosynthesis dataset with 1.9M reactions from patents (1976-2016). Predict the reactants needed to synthesize the given product. Given the product [F:39][CH:26]([CH2:25][N:9]1[CH:10]=[CH:11][C:12]([NH:14][C:15](=[O:23])[CH2:16][C:17]2[CH:18]=[CH:19][CH:20]=[CH:21][CH:22]=2)=[CH:13][C:8]1=[O:7])[CH2:27][CH2:28][N:29]1[CH:33]=[C:32]([C:34]([O:36][CH2:37][CH3:38])=[O:35])[N:31]=[N:30]1, predict the reactants needed to synthesize it. The reactants are: C([O-])([O-])=O.[K+].[K+].[O:7]=[C:8]1[CH:13]=[C:12]([NH:14][C:15](=[O:23])[CH2:16][C:17]2[CH:22]=[CH:21][CH:20]=[CH:19][CH:18]=2)[CH:11]=[CH:10][NH:9]1.Br[CH2:25][CH:26]([F:39])[CH2:27][CH2:28][N:29]1[CH:33]=[C:32]([C:34]([O:36][CH2:37][CH3:38])=[O:35])[N:31]=[N:30]1.